From a dataset of Reaction yield outcomes from USPTO patents with 853,638 reactions. Predict the reaction yield, written as a fraction of the theoretical maximum amount of product (1.0 means a 100% yield; for example, 0.34 means a 34% yield). (1) The reactants are I[CH2:2][CH2:3][N:4]([CH3:16])[CH:5]1[CH2:8][N:7]([C:9]([O:11][C:12]([CH3:15])([CH3:14])[CH3:13])=[O:10])[CH2:6]1.C([O-])([O-])=O.[K+].[K+].[Cl:23][C:24]1[C:29]([O:30][CH3:31])=[CH:28][C:27]([O:32][CH3:33])=[C:26]([Cl:34])[C:25]=1[C:35]1[C:46](=[O:47])[NH:45][C:38]2[N:39]=[C:40]([S:43][CH3:44])[N:41]=[CH:42][C:37]=2[CH:36]=1. The catalyst is CC(C)=O. The product is [Cl:23][C:24]1[C:29]([O:30][CH3:31])=[CH:28][C:27]([O:32][CH3:33])=[C:26]([Cl:34])[C:25]=1[C:35]1[C:46](=[O:47])[N:45]([CH2:2][CH2:3][N:4]([CH3:16])[CH:5]2[CH2:8][N:7]([C:9]([O:11][C:12]([CH3:15])([CH3:14])[CH3:13])=[O:10])[CH2:6]2)[C:38]2[N:39]=[C:40]([S:43][CH3:44])[N:41]=[CH:42][C:37]=2[CH:36]=1. The yield is 0.590. (2) The reactants are Cl.[NH2:2][CH:3]1[CH2:7][N:6]([C:8]2[CH:13]=[CH:12][C:11]([O:14][CH2:15][C:16]3[CH:21]=[CH:20][CH:19]=[C:18]([F:22])[CH:17]=3)=[CH:10][CH:9]=2)[C:5](=[O:23])[CH2:4]1.C(N(CC)CC)C.Cl[C:32]([O:34][CH3:35])=[O:33].O. The catalyst is ClCCl. The product is [CH3:35][O:34][C:32](=[O:33])[NH:2][CH:3]1[CH2:4][C:5](=[O:23])[N:6]([C:8]2[CH:9]=[CH:10][C:11]([O:14][CH2:15][C:16]3[CH:21]=[CH:20][CH:19]=[C:18]([F:22])[CH:17]=3)=[CH:12][CH:13]=2)[CH2:7]1. The yield is 0.760. (3) The reactants are [NH2:1][C:2]1[N:7]=[C:6](Cl)[N:5]=[C:4]([NH:9][CH2:10][CH2:11][CH3:12])[N:3]=1.Cl.[CH3:14][NH:15][O:16][CH3:17].CCN(C(C)C)C(C)C. The catalyst is CCO. The product is [NH2:1][C:2]1[N:7]=[C:6]([N:15]([CH3:14])[O:16][CH3:17])[N:5]=[C:4]([NH:9][CH2:10][CH2:11][CH3:12])[N:3]=1. The yield is 0.890. (4) The reactants are Cl[C:2](Cl)(Cl)[CH:3]([OH:5])O.Cl.[NH2:9][OH:10].S([O-])([O-])(=O)=O.[Na+].[Na+].[N+:18]([C:21]1[CH:27]=[CH:26][CH:25]=[CH:24][C:22]=1[NH2:23])([O-:20])=[O:19]. The catalyst is O.Cl. The product is [OH:10][N:9]=[CH:2][C:3]([NH:23][C:22]1[CH:24]=[CH:25][CH:26]=[CH:27][C:21]=1[N+:18]([O-:20])=[O:19])=[O:5]. The yield is 0.830. (5) The reactants are [N+:1]([C:4]1[CH:5]=[N:6][CH:7]=[CH:8][C:9]=1[C:10]1[CH2:11][CH2:12][N:13]([CH:16]2[CH2:19][O:18][CH2:17]2)[CH2:14][CH:15]=1)([O-])=O.CCO. The catalyst is CCOC(C)=O.[Pd]. The product is [O:18]1[CH2:19][CH:16]([N:13]2[CH2:14][CH2:15][CH:10]([C:9]3[CH:8]=[CH:7][N:6]=[CH:5][C:4]=3[NH2:1])[CH2:11][CH2:12]2)[CH2:17]1. The yield is 0.950. (6) The reactants are [CH:1]1[C:13]2[CH2:12][C:11]3[C:6](=[CH:7][CH:8]=[CH:9][CH:10]=3)[C:5]=2[CH:4]=[CH:3][C:2]=1[NH:14][C:15](=S)[CH:16]([CH3:18])[CH3:17].[C:20]([NH:28][NH2:29])(=O)[C:21]1[CH:26]=[CH:25][CH:24]=[CH:23][CH:22]=1. The catalyst is C(O)CCC. The product is [CH:1]1[C:13]2[CH2:12][C:11]3[C:6](=[CH:7][CH:8]=[CH:9][CH:10]=3)[C:5]=2[CH:4]=[CH:3][C:2]=1[N:14]1[C:15]([CH:16]([CH3:18])[CH3:17])=[N:29][N:28]=[C:20]1[C:21]1[CH:26]=[CH:25][CH:24]=[CH:23][CH:22]=1. The yield is 0.0700.